This data is from Catalyst prediction with 721,799 reactions and 888 catalyst types from USPTO. The task is: Predict which catalyst facilitates the given reaction. (1) Reactant: C[O:2][C:3](=[O:33])[CH2:4][CH:5]1[C:9]2=[C:10]([S:25][C:26]3[CH:31]=[CH:30][C:29]([Cl:32])=[CH:28][CH:27]=3)[C:11]3[C:12]([S:21]([CH3:24])(=[O:23])=[O:22])=[CH:13][C:14]([O:17][CH:18]([CH3:20])[CH3:19])=[CH:15][C:16]=3[N:8]2[CH2:7][CH2:6]1.[Li+].[OH-].CC(O)=O. Product: [Cl:32][C:29]1[CH:30]=[CH:31][C:26]([S:25][C:10]2[C:11]3[C:12]([S:21]([CH3:24])(=[O:23])=[O:22])=[CH:13][C:14]([O:17][CH:18]([CH3:20])[CH3:19])=[CH:15][C:16]=3[N:8]3[CH2:7][CH2:6][CH:5]([CH2:4][C:3]([OH:33])=[O:2])[C:9]=23)=[CH:27][CH:28]=1. The catalyst class is: 36. (2) Reactant: [CH2:1]([O:8][C:9]1[CH:14]=[CH:13][C:12]([CH:15]([O:18][Si](C)(C)C)C#N)=[CH:11][CH:10]=1)[C:2]1[CH:7]=[CH:6][CH:5]=[CH:4][CH:3]=1.[Li+].CC([N-][CH:28]([CH3:30])[CH3:29])C.CC(C)=[CH:33][C:34]([O:36][CH3:37])=[O:35].[NH4+].[Cl-].[CH3:41]CCC[N+](CCCC)(CCCC)CCCC.[F-]. Product: [CH2:37]([O:36][C:34](=[O:35])[CH2:33][C:28]([CH3:29])([CH3:30])[C:15]([C:12]1[CH:11]=[CH:10][C:9]([O:8][CH2:1][C:2]2[CH:3]=[CH:4][CH:5]=[CH:6][CH:7]=2)=[CH:14][CH:13]=1)=[O:18])[CH3:41]. The catalyst class is: 1.